Dataset: Forward reaction prediction with 1.9M reactions from USPTO patents (1976-2016). Task: Predict the product of the given reaction. (1) Given the reactants Cl[CH2:2][CH2:3][CH2:4][C:5]([CH:8]1[O:12][CH2:11][CH2:10][O:9]1)([CH3:7])[CH3:6].[N-:13]=[N+:14]=[N-:15].[Na+], predict the reaction product. The product is: [O:9]1[CH2:10][CH2:11][O:12][CH:8]1[C:5]([CH3:7])([CH3:6])[CH2:4][CH2:3][CH2:2][N:13]=[N+:14]=[N-:15]. (2) The product is: [Cl:1][C:2]1[CH:7]=[CH:6][CH:5]=[CH:4][C:3]=1[C:8]1[C:9](=[O:22])[N:10]([C:16]2[CH:17]=[CH:18][CH:19]=[CH:20][CH:21]=2)[CH:11]=[C:12]([CH2:14][O:15][C:23]2[CH:28]=[CH:27][CH:26]=[CH:25][CH:24]=2)[CH:13]=1. Given the reactants [Cl:1][C:2]1[CH:7]=[CH:6][CH:5]=[CH:4][C:3]=1[C:8]1[C:9](=[O:22])[N:10]([C:16]2[CH:21]=[CH:20][CH:19]=[CH:18][CH:17]=2)[CH:11]=[C:12]([CH2:14][OH:15])[CH:13]=1.[C:23]1(O)[CH:28]=[CH:27][CH:26]=[CH:25][CH:24]=1.C1(P(C2C=CC=CC=2)C2C=CC=CC=2)C=CC=CC=1.N(C(N(C)C)=O)=NC(N(C)C)=O, predict the reaction product. (3) Given the reactants [CH2:1]([O:5][C:6]1[CH:11]=[CH:10][CH:9]=[C:8]([Cl:12])[C:7]=1[C:13]#[N:14])[C@@H:2]1[O:4][CH2:3]1.[CH3:15][C:16]([NH2:27])([CH3:26])[CH2:17][C:18]1[CH:23]=[C:22]([CH2:24][CH3:25])[CH:21]=[CH:20][N:19]=1, predict the reaction product. The product is: [ClH:12].[ClH:12].[OH:4][C@@H:2]([CH2:1][O:5][C:6]1[CH:11]=[CH:10][CH:9]=[C:8]([Cl:12])[C:7]=1[C:13]#[N:14])[CH2:3][NH:27][C:16]([CH3:15])([CH3:26])[CH2:17][C:18]1[CH:23]=[C:22]([CH2:24][CH3:25])[CH:21]=[CH:20][N:19]=1. (4) Given the reactants [CH2:1]([C:3]1([C:15]2[CH:16]=[C:17]([NH2:21])[CH:18]=[CH:19][CH:20]=2)[CH:8]2[CH:4]1[CH2:5][N:6]([CH2:9][CH2:10][CH2:11][CH2:12][CH2:13][CH3:14])[CH2:7]2)[CH3:2].[CH3:22][S:23](Cl)(=[O:25])=[O:24], predict the reaction product. The product is: [CH2:1]([C:3]1([C:15]2[CH:16]=[C:17]([NH:21][S:23]([CH3:22])(=[O:25])=[O:24])[CH:18]=[CH:19][CH:20]=2)[CH:8]2[CH:4]1[CH2:5][N:6]([CH2:9][CH2:10][CH2:11][CH2:12][CH2:13][CH3:14])[CH2:7]2)[CH3:2]. (5) Given the reactants [F:1][CH:2]([F:35])[O:3][C:4]1[N:9]=[C:8]([CH3:10])[C:7]([C:11]2[C:12]([CH3:33])=[C:13]([CH:30]=[CH:31][CH:32]=2)[CH2:14][NH:15][C:16]2[CH:29]=[CH:28][C:19]3[C@H:20]([CH2:23][C:24]([O:26]C)=[O:25])[CH2:21][O:22][C:18]=3[CH:17]=2)=[C:6]([CH3:34])[N:5]=1.[OH-].[Na+].Cl.[Cl-].[Ca+2:40].[Cl-], predict the reaction product. The product is: [F:35][CH:2]([F:1])[O:3][C:4]1[N:9]=[C:8]([CH3:10])[C:7]([C:11]2[C:12]([CH3:33])=[C:13]([CH:30]=[CH:31][CH:32]=2)[CH2:14][NH:15][C:16]2[CH:29]=[CH:28][C:19]3[C@H:20]([CH2:23][C:24]([O-:26])=[O:25])[CH2:21][O:22][C:18]=3[CH:17]=2)=[C:6]([CH3:34])[N:5]=1.[Ca+2:40].[F:35][CH:2]([F:1])[O:3][C:4]1[N:9]=[C:8]([CH3:10])[C:7]([C:11]2[C:12]([CH3:33])=[C:13]([CH:30]=[CH:31][CH:32]=2)[CH2:14][NH:15][C:16]2[CH:29]=[CH:28][C:19]3[C@H:20]([CH2:23][C:24]([O-:26])=[O:25])[CH2:21][O:22][C:18]=3[CH:17]=2)=[C:6]([CH3:34])[N:5]=1.